From a dataset of Catalyst prediction with 721,799 reactions and 888 catalyst types from USPTO. Predict which catalyst facilitates the given reaction. (1) Reactant: [F:1][C:2]([F:30])([F:29])[C:3]([OH:28])([CH2:16][N:17]1[C:26]2[C:21](=[CH:22][CH:23]=[CH:24][CH:25]=2)[C:20](=[O:27])[CH:19]=[CH:18]1)[CH2:4][C:5]([C:8]1[CH:9]=[C:10]([CH:13]=[CH:14][CH:15]=1)[CH:11]=[O:12])([CH3:7])[CH3:6].[BH4-].[Na+]. Product: [OH:28][C:3]([C:2]([F:30])([F:1])[F:29])([CH2:4][C:5]([C:8]1[CH:15]=[CH:14][CH:13]=[C:10]([CH2:11][OH:12])[CH:9]=1)([CH3:7])[CH3:6])[CH2:16][N:17]1[C:26]2[C:21](=[CH:22][CH:23]=[CH:24][CH:25]=2)[C:20](=[O:27])[CH:19]=[CH:18]1. The catalyst class is: 92. (2) Reactant: [C:1]([NH2:5])(=[O:4])[CH:2]=[CH2:3].[Br-].[Li+].[N:8]1[CH:13]=[CH:12][CH:11]=[CH:10][C:9]=1[CH:14]=[N:15][CH:16]([CH2:24][CH:25]([CH3:27])[CH3:26])[C:17]([O:19][C:20]([CH3:23])([CH3:22])[CH3:21])=[O:18]. Product: [NH2:5][C:1]([C@@H:2]1[C@H:14]([C:9]2[CH:10]=[CH:11][CH:12]=[CH:13][N:8]=2)[NH:15][C@:16]([CH2:24][CH:25]([CH3:27])[CH3:26])([C:17]([O:19][C:20]([CH3:21])([CH3:22])[CH3:23])=[O:18])[CH2:3]1)=[O:4]. The catalyst class is: 56. (3) Reactant: [CH3:1][O:2][C:3]1[CH:18]=[CH:17][C:6]([CH2:7][N:8]2[C:12](=[O:13])[CH2:11][CH:10](C(N)=O)[CH2:9]2)=[CH:5][CH:4]=1.C(OI(OC(=O)C)C1C=CC=CC=1)(=O)C.Cl.CC#[N:37]. Product: [NH2:37][CH:10]1[CH2:9][N:8]([CH2:7][C:6]2[CH:17]=[CH:18][C:3]([O:2][CH3:1])=[CH:4][CH:5]=2)[C:12](=[O:13])[CH2:11]1. The catalyst class is: 6.